From a dataset of Peptide-MHC class I binding affinity with 185,985 pairs from IEDB/IMGT. Regression. Given a peptide amino acid sequence and an MHC pseudo amino acid sequence, predict their binding affinity value. This is MHC class I binding data. (1) The peptide sequence is RVRWRNYAL. The MHC is HLA-B08:02 with pseudo-sequence HLA-B08:02. The binding affinity (normalized) is 0.0847. (2) The peptide sequence is QAKWRLQTL. The MHC is HLA-B57:01 with pseudo-sequence HLA-B57:01. The binding affinity (normalized) is 0.127. (3) The MHC is HLA-A03:01 with pseudo-sequence HLA-A03:01. The binding affinity (normalized) is 0.0847. The peptide sequence is EIIELTRTL.